Dataset: NCI-60 drug combinations with 297,098 pairs across 59 cell lines. Task: Regression. Given two drug SMILES strings and cell line genomic features, predict the synergy score measuring deviation from expected non-interaction effect. (1) Drug 1: C1CCN(CC1)CCOC2=CC=C(C=C2)C(=O)C3=C(SC4=C3C=CC(=C4)O)C5=CC=C(C=C5)O. Drug 2: CN(C(=O)NC(C=O)C(C(C(CO)O)O)O)N=O. Cell line: MALME-3M. Synergy scores: CSS=1.72, Synergy_ZIP=3.47, Synergy_Bliss=8.56, Synergy_Loewe=-1.53, Synergy_HSA=0.109. (2) Drug 1: CN1C(=O)N2C=NC(=C2N=N1)C(=O)N. Drug 2: C1CNP(=O)(OC1)N(CCCl)CCCl. Cell line: HOP-62. Synergy scores: CSS=-10.4, Synergy_ZIP=9.64, Synergy_Bliss=7.48, Synergy_Loewe=0.320, Synergy_HSA=-7.49. (3) Drug 1: CS(=O)(=O)C1=CC(=C(C=C1)C(=O)NC2=CC(=C(C=C2)Cl)C3=CC=CC=N3)Cl. Drug 2: C1=CC=C(C(=C1)C(C2=CC=C(C=C2)Cl)C(Cl)Cl)Cl. Cell line: EKVX. Synergy scores: CSS=9.48, Synergy_ZIP=-2.14, Synergy_Bliss=2.50, Synergy_Loewe=-1.69, Synergy_HSA=2.37. (4) Drug 1: CS(=O)(=O)C1=CC(=C(C=C1)C(=O)NC2=CC(=C(C=C2)Cl)C3=CC=CC=N3)Cl. Drug 2: C1=CN(C(=O)N=C1N)C2C(C(C(O2)CO)O)O.Cl. Cell line: SK-MEL-5. Synergy scores: CSS=9.76, Synergy_ZIP=-0.534, Synergy_Bliss=4.91, Synergy_Loewe=-8.66, Synergy_HSA=1.68. (5) Drug 1: C1=CC(=CC=C1C#N)C(C2=CC=C(C=C2)C#N)N3C=NC=N3. Drug 2: CC1=C2C(C(=O)C3(C(CC4C(C3C(C(C2(C)C)(CC1OC(=O)C(C(C5=CC=CC=C5)NC(=O)OC(C)(C)C)O)O)OC(=O)C6=CC=CC=C6)(CO4)OC(=O)C)O)C)O. Cell line: HL-60(TB). Synergy scores: CSS=-12.4, Synergy_ZIP=7.23, Synergy_Bliss=-0.482, Synergy_Loewe=-21.1, Synergy_HSA=-24.3.